Dataset: Reaction yield outcomes from USPTO patents with 853,638 reactions. Task: Predict the reaction yield, written as a fraction of the theoretical maximum amount of product (1.0 means a 100% yield; for example, 0.34 means a 34% yield). (1) The reactants are CCN=C=NCCCN(C)C.Cl.[NH:13]([C:20]([O:22][C:23]([CH3:26])([CH3:25])[CH3:24])=[O:21])[C:14]([C:17]([OH:19])=O)([CH3:16])[CH3:15].[NH2:27][C@H:28]([C:33]([NH:35][C:36]1[CH:41]=[CH:40][CH:39]=[CH:38][CH:37]=1)=[O:34])[CH2:29][CH:30]([CH3:32])[CH3:31]. The catalyst is C1COCC1. The product is [NH:13]([C:20]([O:22][C:23]([CH3:26])([CH3:25])[CH3:24])=[O:21])[C:14]([C:17]([NH:27][C@H:28]([C:33]([NH:35][C:36]1[CH:41]=[CH:40][CH:39]=[CH:38][CH:37]=1)=[O:34])[CH2:29][CH:30]([CH3:32])[CH3:31])=[O:19])([CH3:15])[CH3:16]. The yield is 0.631. (2) The reactants are [C:1]([N:8]1[CH2:13][CH2:12][CH:11]([CH2:14][OH:15])[CH2:10][CH2:9]1)([O:3][C:4]([CH3:7])([CH3:6])[CH3:5])=[O:2].CCN(CC)CC.[CH3:23][S:24](Cl)(=[O:26])=[O:25]. The catalyst is C(Cl)Cl. The product is [CH3:23][S:24]([O:15][CH2:14][CH:11]1[CH2:12][CH2:13][N:8]([C:1]([O:3][C:4]([CH3:7])([CH3:6])[CH3:5])=[O:2])[CH2:9][CH2:10]1)(=[O:26])=[O:25]. The yield is 1.00.